Dataset: Full USPTO retrosynthesis dataset with 1.9M reactions from patents (1976-2016). Task: Predict the reactants needed to synthesize the given product. (1) Given the product [C:17]([C:21]1[CH:26]=[CH:25][C:24]2[NH:27][C:10]([C@@H:9]3[CH2:13][C@H:14]([F:16])[CH2:15][NH:8]3)=[N:28][C:23]=2[CH:22]=1)([CH3:20])([CH3:18])[CH3:19], predict the reactants needed to synthesize it. The reactants are: C([N:8]1[CH2:15][C@@H:14]([F:16])[CH2:13][C@H:9]1[C:10](O)=O)(OC(C)(C)C)=O.[C:17]([C:21]1[CH:26]=[CH:25][C:24]([NH2:27])=[C:23]([NH2:28])[CH:22]=1)([CH3:20])([CH3:19])[CH3:18]. (2) Given the product [Cl:28][C:25]1[CH:26]=[CH:27][C:22]([CH2:21][N:4]2[C:5]3[C:10](=[CH:9][C:8]([F:13])=[C:7]([N:14]4[CH2:19][CH2:18][N:17]([CH3:20])[CH2:16][CH2:15]4)[CH:6]=3)[C:11](=[O:12])[C:2]([NH:1][C:44]([NH:43][C:40]3[CH:41]=[CH:42][C:37]([Cl:36])=[CH:38][CH:39]=3)=[O:45])=[CH:3]2)=[CH:23][CH:24]=1, predict the reactants needed to synthesize it. The reactants are: [NH2:1][C:2]1[C:11](=[O:12])[C:10]2[C:5](=[CH:6][C:7]([N:14]3[CH2:19][CH2:18][N:17]([CH3:20])[CH2:16][CH2:15]3)=[C:8]([F:13])[CH:9]=2)[N:4]([CH2:21][C:22]2[CH:27]=[CH:26][C:25]([Cl:28])=[CH:24][CH:23]=2)[CH:3]=1.C(N(CC)CC)C.[Cl:36][C:37]1[CH:42]=[CH:41][C:40]([N:43]=[C:44]=[O:45])=[CH:39][CH:38]=1.O. (3) The reactants are: [C:1]([C:9]1[CH:17]=[CH:16][C:12]([C:13]([OH:15])=O)=[CH:11][C:10]=1[CH3:18])(=[O:8])[C:2]1[CH:7]=[CH:6][CH:5]=[CH:4][CH:3]=1.CN(C(ON1N=NC2C=CC=CC1=2)=[N+](C)C)C.[B-](F)(F)(F)F.C(N(C(C)C)CC)(C)C.[Cl:50][C:51]1[CH:62]=[CH:61][C:54]2[NH:55][C:56]([C@@H:58]([NH2:60])[CH3:59])=[N:57][C:53]=2[CH:52]=1.ClCl. Given the product [C:1]([C:9]1[CH:17]=[CH:16][C:12]([C:13]([NH:60][C@H:58]([C:56]2[NH:55][C:54]3[CH:61]=[CH:62][C:51]([Cl:50])=[CH:52][C:53]=3[N:57]=2)[CH3:59])=[O:15])=[CH:11][C:10]=1[CH3:18])(=[O:8])[C:2]1[CH:3]=[CH:4][CH:5]=[CH:6][CH:7]=1, predict the reactants needed to synthesize it. (4) Given the product [CH3:1][O:2][C:3](=[O:16])[CH2:4][C:5]1[CH:10]=[CH:9][C:8]([S:11][CH2:12][C:13](=[S:19])[NH2:14])=[C:7]([Cl:15])[CH:6]=1, predict the reactants needed to synthesize it. The reactants are: [CH3:1][O:2][C:3](=[O:16])[CH2:4][C:5]1[CH:10]=[CH:9][C:8]([S:11][CH2:12][C:13]#[N:14])=[C:7]([Cl:15])[CH:6]=1.C(N)(=[S:19])C.Cl. (5) Given the product [C:1]([C:5]1[CH:15]=[CH:14][C:8]([O:9][CH2:10][C:11]([NH:34][CH2:35][C:36]2[CH:41]=[CH:40][C:39]([NH:42][S:43]([CH3:46])(=[O:45])=[O:44])=[C:38]([F:47])[CH:37]=2)=[O:13])=[CH:7][C:6]=1[O:16][CH2:17][CH2:18][O:19][CH3:20])([CH3:2])([CH3:3])[CH3:4], predict the reactants needed to synthesize it. The reactants are: [C:1]([C:5]1[CH:15]=[CH:14][C:8]([O:9][CH2:10][C:11]([OH:13])=O)=[CH:7][C:6]=1[O:16][CH2:17][CH2:18][O:19][CH3:20])([CH3:4])([CH3:3])[CH3:2].C(N1C=CN=C1)(N1C=CN=C1)=O.Cl.[NH2:34][CH2:35][C:36]1[CH:41]=[CH:40][C:39]([NH:42][S:43]([CH3:46])(=[O:45])=[O:44])=[C:38]([F:47])[CH:37]=1.C(N(CC)CC)C. (6) The reactants are: [CH:1]1([NH:4][C:5]([C:7]2[CH:8]=[C:9]([C:14]3[CH:19]=[CH:18][C:17]([C:20]([NH:22][NH:23][C:24](=[NH:26])[CH3:25])=O)=[CH:16][CH:15]=3)[C:10]([CH3:13])=[CH:11][CH:12]=2)=[O:6])[CH2:3][CH2:2]1. Given the product [CH:1]1([NH:4][C:5]([C:7]2[CH:8]=[C:9]([C:14]3[CH:19]=[CH:18][C:17]([C:20]4[NH:26][C:24]([CH3:25])=[N:23][N:22]=4)=[CH:16][CH:15]=3)[C:10]([CH3:13])=[CH:11][CH:12]=2)=[O:6])[CH2:3][CH2:2]1, predict the reactants needed to synthesize it. (7) Given the product [F:43][C:32]1([F:31])[CH2:36][CH2:35][N:34]([CH:37]2[CH2:38][CH2:39][N:40]([CH2:2][C:3]3[C:4]([C:21]4[CH:26]=[CH:25][CH:24]=[C:23]([C:27]([F:30])([F:29])[F:28])[CH:22]=4)=[N:5][C:6]4[C:11]([C:12]=3[C:13]([O:15][CH3:16])=[O:14])=[CH:10][C:9]([S:17]([CH3:20])(=[O:19])=[O:18])=[CH:8][CH:7]=4)[CH2:41][CH2:42]2)[CH2:33]1, predict the reactants needed to synthesize it. The reactants are: Br[CH2:2][C:3]1[C:4]([C:21]2[CH:26]=[CH:25][CH:24]=[C:23]([C:27]([F:30])([F:29])[F:28])[CH:22]=2)=[N:5][C:6]2[C:11]([C:12]=1[C:13]([O:15][CH3:16])=[O:14])=[CH:10][C:9]([S:17]([CH3:20])(=[O:19])=[O:18])=[CH:8][CH:7]=2.[F:31][C:32]1([F:43])[CH2:36][CH2:35][N:34]([CH:37]2[CH2:42][CH2:41][NH:40][CH2:39][CH2:38]2)[CH2:33]1.